Dataset: Full USPTO retrosynthesis dataset with 1.9M reactions from patents (1976-2016). Task: Predict the reactants needed to synthesize the given product. (1) Given the product [C:16]1([C@H:12]2[CH2:11][CH2:10][C:9]3[C:14](=[CH:15][C:6]([OH:5])=[CH:7][CH:8]=3)[O:13]2)[CH:17]=[CH:18][CH:19]=[CH:20][CH:21]=1, predict the reactants needed to synthesize it. The reactants are: C([Si](C(C)C)(C(C)C)[O:5][C:6]1[CH:15]=[C:14]2[C:9]([CH2:10][CH2:11][C@H:12]([C:16]3[CH:21]=[CH:20][CH:19]=[CH:18][CH:17]=3)[O:13]2)=[CH:8][CH:7]=1)(C)C.CCCC[N+](CCCC)(CCCC)CCCC.[F-]. (2) Given the product [Br:1][C:2]1[CH:7]=[C:6]2[C:5](=[CH:4][C:3]=1[O:21][CH2:22][CH3:23])[N:8]=[CH:9][C:10]([C:11]([O:13][CH2:14][CH3:15])=[O:12])=[C:16]2[Cl:26], predict the reactants needed to synthesize it. The reactants are: [Br:1][C:2]1[CH:7]=[CH:6][C:5]([NH:8][CH2:9][CH:10]([C:16](OCC)=O)[C:11]([O:13][CH2:14][CH3:15])=[O:12])=[CH:4][C:3]=1[O:21][CH2:22][CH3:23].O=P(Cl)(Cl)[Cl:26]. (3) Given the product [CH2:11]([O:1][C:2]1[CH:10]=[CH:9][CH:8]=[CH:7][C:3]=1[CH2:4][CH2:5][OH:6])[CH3:12], predict the reactants needed to synthesize it. The reactants are: [OH:1][C:2]1[CH:10]=[CH:9][CH:8]=[CH:7][C:3]=1[CH2:4][CH2:5][OH:6].[CH2:11](I)[CH3:12].C(=O)([O-])[O-].[K+].[K+]. (4) Given the product [CH3:18][NH:15][C:14]1[C:9]([NH:8][C:2]2[CH:7]=[CH:6][CH:5]=[CH:4][CH:3]=2)=[N:10][CH:11]=[CH:12][CH:13]=1, predict the reactants needed to synthesize it. The reactants are: O.[C:2]1([NH:8][C:9]2[C:14]([NH2:15])=[CH:13][CH:12]=[CH:11][N:10]=2)[CH:7]=[CH:6][CH:5]=[CH:4][CH:3]=1.C=O.[CH:18]([O-])=O.[NH4+]. (5) Given the product [Cl:1][C:2]1[CH:3]=[CH:4][C:5]([N:8]2[C:16]([CH:17]([CH:28]3[CH2:29][CH2:30][CH2:31][CH2:32][CH2:33]3)[O:26][CH2:27][C:2]3[CH:7]=[CH:6][C:47]([C:46]4[N:36]=[N:37][NH:38][N:43]=4)=[CH:4][CH:3]=3)=[C:15]3[C:10]([CH:11]=[C:12]([F:35])[C:13]([F:34])=[CH:14]3)=[N:9]2)=[CH:6][CH:7]=1, predict the reactants needed to synthesize it. The reactants are: [Cl:1][C:2]1[CH:7]=[CH:6][C:5]([N:8]2[C:16]([C:17]([CH:28]3[CH2:33][CH2:32][CH2:31][CH2:30][CH2:29]3)([O:26][CH3:27])C3C=CC(C#N)=CC=3)=[C:15]3[C:10]([CH:11]=[C:12]([F:35])[C:13]([F:34])=[CH:14]3)=[N:9]2)=[CH:4][CH:3]=1.[N-:36]=[N+:37]=[N-:38].[Na+].Cl.C([N:43]([CH2:46][CH3:47])CC)C. (6) Given the product [OH:3][NH:2][CH2:26][C:17]1[C:16]([CH3:28])=[C:15]([CH2:11][CH:12]([CH3:14])[CH3:13])[N:19]([C:20]2[CH:25]=[CH:24][CH:23]=[CH:22][CH:21]=2)[N:18]=1, predict the reactants needed to synthesize it. The reactants are: Cl.[NH2:2][OH:3].C(N(CC)CC)C.[CH2:11]([C:15]1[N:19]([C:20]2[CH:25]=[CH:24][CH:23]=[CH:22][CH:21]=2)[N:18]=[C:17]([CH:26]=O)[C:16]=1[CH3:28])[CH:12]([CH3:14])[CH3:13].O.